From a dataset of Forward reaction prediction with 1.9M reactions from USPTO patents (1976-2016). Predict the product of the given reaction. (1) Given the reactants Br[C:2]1[CH:7]=[CH:6][CH:5]=[CH:4][N:3]=1.[Li]C(C)(C)C.[NH2:13][CH2:14][C:15]([C:17]1[CH:22]=[CH:21][CH:20]=[CH:19][CH:18]=1)=[O:16].Cl.O, predict the reaction product. The product is: [NH2:13][CH2:14][C:15]([C:17]1[CH:22]=[CH:21][CH:20]=[CH:19][CH:18]=1)([C:2]1[CH:7]=[CH:6][CH:5]=[CH:4][N:3]=1)[OH:16]. (2) Given the reactants FC1C=C2C(C(C3C=CC(N4CCC(N)CC4)=NC=3)=CN2)=CC=1.C(OC([N:31]1[CH2:36][CH2:35][N:34]([C:37]2[N:42]=[CH:41][C:40]([C:43]3[C:51]4[C:46](=[CH:47][C:48]([F:52])=[CH:49][CH:50]=4)[N:45](C(OC(C)(C)C)=O)[CH:44]=3)=[CH:39][CH:38]=2)[C:33](=[O:60])[CH2:32]1)=O)(C)(C)C, predict the reaction product. The product is: [F:52][C:48]1[CH:47]=[C:46]2[C:51]([C:43]([C:40]3[CH:39]=[CH:38][C:37]([N:34]4[CH2:35][CH2:36][NH:31][CH2:32][C:33]4=[O:60])=[N:42][CH:41]=3)=[CH:44][NH:45]2)=[CH:50][CH:49]=1. (3) Given the reactants FC(F)(F)C(O)=O.[NH2:8][C@H:9]([C:19]1[C:24]([C:25]2[CH:26]=[CH:27][C:28]([F:34])=[C:29]([CH:33]=2)[C:30]([NH2:32])=[O:31])=[CH:23][CH:22]=[CH:21][N:20]=1)[CH2:10][C:11]1[CH:16]=[C:15]([F:17])[CH:14]=[C:13]([F:18])[CH:12]=1.[CH3:35][C:36]1[CH:37]=[C:38]2[C:42](=[CH:43][CH:44]=1)[NH:41][C:40](=[O:45])[CH:39]2[CH2:46][C:47](O)=[O:48], predict the reaction product. The product is: [F:17][C:15]1[CH:16]=[C:11]([CH2:10][C@@H:9]([C:19]2[C:24]([C:25]3[CH:26]=[CH:27][C:28]([F:34])=[C:29]([CH:33]=3)[C:30]([NH2:32])=[O:31])=[CH:23][CH:22]=[CH:21][N:20]=2)[NH:8][C:47](=[O:48])[CH2:46][CH:39]2[C:38]3[C:42](=[CH:43][CH:44]=[C:36]([CH3:35])[CH:37]=3)[NH:41][C:40]2=[O:45])[CH:12]=[C:13]([F:18])[CH:14]=1. (4) Given the reactants Br[CH2:2][C:3]1[C:8]([Cl:9])=[C:7]([Cl:10])[CH:6]=[CH:5][C:4]=1[Cl:11].[NH2:12][C:13]1[N:18]=[C:17]([SH:19])[N:16]=[C:15]([OH:20])[CH:14]=1.C(N(CC)CC)C, predict the reaction product. The product is: [NH2:12][C:13]1[N:18]=[C:17]([S:19][CH2:2][C:3]2[C:4]([Cl:11])=[CH:5][CH:6]=[C:7]([Cl:10])[C:8]=2[Cl:9])[N:16]=[C:15]([OH:20])[CH:14]=1.